This data is from Peptide-MHC class I binding affinity with 185,985 pairs from IEDB/IMGT. The task is: Regression. Given a peptide amino acid sequence and an MHC pseudo amino acid sequence, predict their binding affinity value. This is MHC class I binding data. (1) The peptide sequence is KIKSFVKVY. The MHC is HLA-B15:01 with pseudo-sequence HLA-B15:01. The binding affinity (normalized) is 0.815. (2) The peptide sequence is FRAPNTREL. The MHC is HLA-A69:01 with pseudo-sequence HLA-A69:01. The binding affinity (normalized) is 0.0847.